This data is from NCI-60 drug combinations with 297,098 pairs across 59 cell lines. The task is: Regression. Given two drug SMILES strings and cell line genomic features, predict the synergy score measuring deviation from expected non-interaction effect. (1) Drug 1: C1=CN(C(=O)N=C1N)C2C(C(C(O2)CO)O)O.Cl. Drug 2: C(=O)(N)NO. Cell line: 786-0. Synergy scores: CSS=26.6, Synergy_ZIP=4.97, Synergy_Bliss=8.34, Synergy_Loewe=-7.13, Synergy_HSA=5.76. (2) Drug 1: CC1=C2C(C(=O)C3(C(CC4C(C3C(C(C2(C)C)(CC1OC(=O)C(C(C5=CC=CC=C5)NC(=O)OC(C)(C)C)O)O)OC(=O)C6=CC=CC=C6)(CO4)OC(=O)C)OC)C)OC. Drug 2: CC1=C(C(=CC=C1)Cl)NC(=O)C2=CN=C(S2)NC3=CC(=NC(=N3)C)N4CCN(CC4)CCO. Cell line: OVCAR-4. Synergy scores: CSS=36.8, Synergy_ZIP=-2.68, Synergy_Bliss=2.27, Synergy_Loewe=-10.1, Synergy_HSA=3.79. (3) Drug 1: C1CCC(C(C1)N)N.C(=O)(C(=O)[O-])[O-].[Pt+4]. Drug 2: C1C(C(OC1N2C=NC3=C2NC=NCC3O)CO)O. Cell line: OVCAR-8. Synergy scores: CSS=29.1, Synergy_ZIP=-7.61, Synergy_Bliss=-3.25, Synergy_Loewe=-7.26, Synergy_HSA=-2.90. (4) Drug 1: CCN(CC)CCNC(=O)C1=C(NC(=C1C)C=C2C3=C(C=CC(=C3)F)NC2=O)C. Drug 2: CC1C(C(CC(O1)OC2CC(OC(C2O)C)OC3=CC4=CC5=C(C(=O)C(C(C5)C(C(=O)C(C(C)O)O)OC)OC6CC(C(C(O6)C)O)OC7CC(C(C(O7)C)O)OC8CC(C(C(O8)C)O)(C)O)C(=C4C(=C3C)O)O)O)O. Cell line: EKVX. Synergy scores: CSS=31.0, Synergy_ZIP=-0.331, Synergy_Bliss=2.71, Synergy_Loewe=0.341, Synergy_HSA=1.31. (5) Drug 1: CN(C)N=NC1=C(NC=N1)C(=O)N. Drug 2: CC(C)CN1C=NC2=C1C3=CC=CC=C3N=C2N. Cell line: OVCAR-4. Synergy scores: CSS=4.58, Synergy_ZIP=0.319, Synergy_Bliss=3.66, Synergy_Loewe=2.43, Synergy_HSA=2.54. (6) Drug 1: CC1=C2C(C(=O)C3(C(CC4C(C3C(C(C2(C)C)(CC1OC(=O)C(C(C5=CC=CC=C5)NC(=O)OC(C)(C)C)O)O)OC(=O)C6=CC=CC=C6)(CO4)OC(=O)C)OC)C)OC. Drug 2: CCC1=C2CN3C(=CC4=C(C3=O)COC(=O)C4(CC)O)C2=NC5=C1C=C(C=C5)O. Cell line: SF-295. Synergy scores: CSS=60.7, Synergy_ZIP=5.28, Synergy_Bliss=4.67, Synergy_Loewe=6.76, Synergy_HSA=9.67. (7) Cell line: A498. Synergy scores: CSS=15.1, Synergy_ZIP=-4.52, Synergy_Bliss=0.832, Synergy_Loewe=-13.7, Synergy_HSA=0.217. Drug 2: C1=NC2=C(N1)C(=S)N=CN2. Drug 1: CN1C(=O)N2C=NC(=C2N=N1)C(=O)N. (8) Drug 1: C1=C(C(=O)NC(=O)N1)N(CCCl)CCCl. Drug 2: C1=NC2=C(N1)C(=S)N=C(N2)N. Cell line: UACC-257. Synergy scores: CSS=27.8, Synergy_ZIP=-12.1, Synergy_Bliss=-3.50, Synergy_Loewe=-9.14, Synergy_HSA=-1.22.